Dataset: Peptide-MHC class II binding affinity with 134,281 pairs from IEDB. Task: Regression. Given a peptide amino acid sequence and an MHC pseudo amino acid sequence, predict their binding affinity value. This is MHC class II binding data. (1) The peptide sequence is APYVAWMRATAIQAE. The MHC is DRB1_0405 with pseudo-sequence DRB1_0405. The binding affinity (normalized) is 0.597. (2) The binding affinity (normalized) is 0.782. The MHC is DRB1_0401 with pseudo-sequence DRB1_0401. The peptide sequence is ISPYNSQNAVASKIL. (3) The binding affinity (normalized) is 0.331. The MHC is HLA-DPA10103-DPB10401 with pseudo-sequence HLA-DPA10103-DPB10401. The peptide sequence is NYNCKILPNTLVLDF.